The task is: Predict which catalyst facilitates the given reaction.. This data is from Catalyst prediction with 721,799 reactions and 888 catalyst types from USPTO. (1) Reactant: [F:1][C:2]([F:47])([F:46])[C:3]1[CH:8]=[CH:7][C:6]([S:9][C:10]2[CH:11]=[C:12]([CH:43]=[CH:44][CH:45]=2)[CH2:13][O:14][C:15]2[CH:20]=[CH:19][C:18]([C@@H:21]([C:38]3[CH:42]=[CH:41][O:40][N:39]=3)[CH2:22]C(N3[C@@H](CC4C=CC=CC=4)COC3=O)=O)=[CH:17][CH:16]=2)=[CH:5][CH:4]=1.[OH:48]O.[Li+].[OH-].Cl.C1[CH2:57][O:56]CC1. Product: [F:1][C:2]([F:47])([F:46])[C:3]1[CH:4]=[CH:5][C:6]([S:9][C:10]2[CH:11]=[C:12]([CH:43]=[CH:44][CH:45]=2)[CH2:13][O:14][C:15]2[CH:20]=[CH:19][C:18]([C@@H:21]([C:38]3[CH:42]=[CH:41][O:40][N:39]=3)[CH2:22][C:57]([OH:56])=[O:48])=[CH:17][CH:16]=2)=[CH:7][CH:8]=1. The catalyst class is: 6. (2) Reactant: Br[C:2]1[C:10]2[C:6](=[N:7][S:8][N:9]=2)[C:5](Br)=[CH:4][CH:3]=1.[CH2:12]([C:18]1[CH:22]=[CH:21][S:20][C:19]=1B1OC(C)(C)C(C)(C)O1)[CH2:13][CH2:14][CH2:15][CH2:16][CH3:17].C(=O)([O-])[O-].[Na+].[Na+]. Product: [CH2:12]([C:18]1[CH:22]=[CH:21][S:20][C:19]=1[C:2]1[C:10]2[C:6](=[N:7][S:8][N:9]=2)[C:5]([C:19]2[S:20][CH:21]=[CH:22][C:18]=2[CH2:12][CH2:13][CH2:14][CH2:15][CH2:16][CH3:17])=[CH:4][CH:3]=1)[CH2:13][CH2:14][CH2:15][CH2:16][CH3:17]. The catalyst class is: 73.